Dataset: Reaction yield outcomes from USPTO patents with 853,638 reactions. Task: Predict the reaction yield, written as a fraction of the theoretical maximum amount of product (1.0 means a 100% yield; for example, 0.34 means a 34% yield). The reactants are [C:1]([O:5][C:6](=[O:15])[NH:7][C@H:8]1[CH2:13][CH2:12][C@H:11]([NH2:14])[CH2:10][CH2:9]1)([CH3:4])([CH3:3])[CH3:2].C(N(C(C)C)CC)(C)C.[Br:25][C:26]1[CH:31]=[CH:30][C:29]([S:32](Cl)(=[O:34])=[O:33])=[C:28]([O:36][C:37]([F:40])([F:39])[F:38])[CH:27]=1. The catalyst is C(Cl)Cl. The product is [C:1]([O:5][C:6](=[O:15])[NH:7][C@H:8]1[CH2:9][CH2:10][C@H:11]([NH:14][S:32]([C:29]2[CH:30]=[CH:31][C:26]([Br:25])=[CH:27][C:28]=2[O:36][C:37]([F:40])([F:38])[F:39])(=[O:34])=[O:33])[CH2:12][CH2:13]1)([CH3:4])([CH3:2])[CH3:3]. The yield is 0.990.